Dataset: Forward reaction prediction with 1.9M reactions from USPTO patents (1976-2016). Task: Predict the product of the given reaction. Given the reactants Cl.[NH2:2][CH2:3][C:4]1[CH:25]=[CH:24][C:7]([C:8]([NH:10][C:11]2[CH:16]=[CH:15][C:14]([Cl:17])=[C:13]([C:18]3[CH:23]=[CH:22][CH:21]=[CH:20][N:19]=3)[CH:12]=2)=[O:9])=[C:6]([Cl:26])[CH:5]=1.[N:27]1[CH:32]=[CH:31][CH:30]=[CH:29][C:28]=1[C:33](O)=[O:34], predict the reaction product. The product is: [Cl:26][C:6]1[CH:5]=[C:4]([CH:25]=[CH:24][C:7]=1[C:8](=[O:9])[NH:10][C:11]1[CH:16]=[CH:15][C:14]([Cl:17])=[C:13]([C:18]2[CH:23]=[CH:22][CH:21]=[CH:20][N:19]=2)[CH:12]=1)[CH2:3][NH:2][C:33](=[O:34])[C:28]1[CH:29]=[CH:30][CH:31]=[CH:32][N:27]=1.